The task is: Predict the product of the given reaction.. This data is from Forward reaction prediction with 1.9M reactions from USPTO patents (1976-2016). (1) The product is: [Cl:25][C:3]1[CH:4]=[C:5]2[C:10](=[CH:11][C:2]=1[C:28]1[C:27]([CH3:26])=[CH:35][CH:34]=[C:33]3[C:29]=1[CH:30]=[N:31][NH:32]3)[N:9]=[N:8][CH:7]=[C:6]2[N:12]1[CH2:17][CH2:16][N:15]([C:18]([O:20][C:21]([CH3:24])([CH3:23])[CH3:22])=[O:19])[CH2:14][CH2:13]1. Given the reactants Br[C:2]1[CH:11]=[C:10]2[C:5]([C:6]([N:12]3[CH2:17][CH2:16][N:15]([C:18]([O:20][C:21]([CH3:24])([CH3:23])[CH3:22])=[O:19])[CH2:14][CH2:13]3)=[CH:7][N:8]=[N:9]2)=[CH:4][C:3]=1[Cl:25].[CH3:26][C:27]1[C:28](B2OC(C)(C)C(C)(C)O2)=[C:29]2[C:33](=[CH:34][CH:35]=1)[NH:32][N:31]=[CH:30]2.C([O-])([O-])=O.[Na+].[Na+], predict the reaction product. (2) Given the reactants [N+:1]([CH2:4][CH2:5][CH2:6][C:7]([O:9]C)=O)([O-:3])=[O:2].[CH3:11][NH2:12], predict the reaction product. The product is: [CH3:11][NH:12][C:7](=[O:9])[CH2:6][CH2:5][CH2:4][N+:1]([O-:3])=[O:2]. (3) Given the reactants [CH2:1]([C:4]1[CH:9]=[CH:8][CH:7]=[C:6]([C:10]2[C:15]([Cl:16])=[CH:14][CH:13]=[CH:12][C:11]=2[Cl:17])[C:5]=1[OH:18])[CH:2]=[CH2:3], predict the reaction product. The product is: [Cl:16][C:15]1[CH:14]=[CH:13][CH:12]=[C:11]([Cl:17])[C:10]=1[C:6]1[C:5]([OH:18])=[C:4](/[CH:1]=[CH:2]/[CH3:3])[CH:9]=[CH:8][CH:7]=1.